Dataset: Forward reaction prediction with 1.9M reactions from USPTO patents (1976-2016). Task: Predict the product of the given reaction. (1) Given the reactants [CH2:1]([N:3]1[C:12]2[C:7](=[CH:8][N:9]=[C:10]([NH:13][CH2:14][CH3:15])[CH:11]=2)[CH:6]=[C:5]([C:16]2[CH:17]=[C:18]([CH:22]=[C:23]([O:25][CH3:26])[CH:24]=2)[C:19]([OH:21])=O)[C:4]1=[O:27])[CH3:2].CN([C:31]([O:35][N:36]1N=NC2C=CC=NC1=2)=[N+](C)C)C.F[P-](F)(F)(F)(F)F.Cl.O(N)C.CCN(C(C)C)C(C)C, predict the reaction product. The product is: [CH2:1]([N:3]1[C:12]2[C:7](=[CH:8][N:9]=[C:10]([NH:13][CH2:14][CH3:15])[CH:11]=2)[CH:6]=[C:5]([C:16]2[CH:17]=[C:18]([CH:22]=[C:23]([O:25][CH3:26])[CH:24]=2)[C:19]([NH:36][O:35][CH3:31])=[O:21])[C:4]1=[O:27])[CH3:2]. (2) Given the reactants [N:1]1([CH2:6][CH2:7][NH2:8])[CH2:5][CH2:4][CH2:3][CH2:2]1.[CH3:9][Si:10]([CH3:25])([CH2:19][CH2:20][Si:21]([CH3:24])([CH3:23])[CH3:22])[CH2:11][CH2:12][CH2:13][O:14][CH2:15][CH:16]1[CH2:18][O:17]1, predict the reaction product. The product is: [CH3:25][Si:10]([CH3:9])([CH2:19][CH2:20][Si:21]([CH3:22])([CH3:24])[CH3:23])[CH2:11][CH2:12][CH2:13][O:14][CH2:15][CH:16]([OH:17])[CH2:18][NH:8][CH2:7][CH2:6][N:1]1[CH2:5][CH2:4][CH2:3][CH2:2]1. (3) Given the reactants Cl[C:2]1[N:7]=[C:6]([Cl:8])[C:5]([C:9]([F:12])([F:11])[F:10])=[CH:4][N:3]=1.[NH2:13][C:14]1[C:19]([O:20][CH3:21])=[CH:18][C:17]([C:22]2[CH:27]=[CH:26][C:25]([C:28]([NH:30][CH3:31])=[O:29])=[CH:24][CH:23]=2)=[C:16]([CH3:32])[CH:15]=1.C(N(CC)CC)C, predict the reaction product. The product is: [Cl:8][C:6]1[C:5]([C:9]([F:12])([F:11])[F:10])=[CH:4][N:3]=[C:2]([NH:13][C:14]2[C:19]([O:20][CH3:21])=[CH:18][C:17]([C:22]3[CH:27]=[CH:26][C:25]([C:28]([NH:30][CH3:31])=[O:29])=[CH:24][CH:23]=3)=[C:16]([CH3:32])[CH:15]=2)[N:7]=1. (4) Given the reactants BrCCBr.Cl[Si](C)(C)C.I[CH:11]1[CH2:20][CH2:19][C:14]2([O:18][CH2:17][CH2:16][O:15]2)[CH2:13][CH2:12]1.[F:21][C:22]1[C:27](I)=[N:26][CH:25]=[CH:24][N:23]=1, predict the reaction product. The product is: [F:21][C:22]1[C:27]([CH:11]2[CH2:20][CH2:19][C:14]3([O:18][CH2:17][CH2:16][O:15]3)[CH2:13][CH2:12]2)=[N:26][CH:25]=[CH:24][N:23]=1.